From a dataset of Full USPTO retrosynthesis dataset with 1.9M reactions from patents (1976-2016). Predict the reactants needed to synthesize the given product. (1) Given the product [O:28]=[C:27]1[O:1][N:2]=[C:3]([C:5]2[CH:6]=[C:7]([CH:24]=[CH:25][CH:26]=2)[CH2:8][N:9]([C:18](=[O:23])[C:19]([F:21])([F:20])[F:22])[CH2:10][C:11]([O:13][C:14]([CH3:17])([CH3:16])[CH3:15])=[O:12])[NH:4]1, predict the reactants needed to synthesize it. The reactants are: [OH:1][N:2]=[C:3]([C:5]1[CH:6]=[C:7]([CH:24]=[CH:25][CH:26]=1)[CH2:8][N:9]([C:18](=[O:23])[C:19]([F:22])([F:21])[F:20])[CH2:10][C:11]([O:13][C:14]([CH3:17])([CH3:16])[CH3:15])=[O:12])[NH2:4].[C:27](N1C=CN=C1)(N1C=CN=C1)=[O:28]. (2) Given the product [CH2:1]([C:17]1([CH3:34])[CH2:26][CH2:25][C:24]2[C:19](=[C:20]([CH3:33])[C:21]([CH3:32])=[C:22]([O:28][CH2:29][CH2:30][O:31][C:35](=[O:44])[O:36][N:37]3[C:41](=[O:42])[CH2:40][CH2:39][C:38]3=[O:43])[C:23]=2[CH3:27])[O:18]1)[CH2:2][CH2:3][CH2:4][CH2:5][CH2:6][CH2:7][CH2:8][CH2:9][CH2:10][CH2:11][CH2:12][CH2:13][CH2:14][CH2:15][CH3:16], predict the reactants needed to synthesize it. The reactants are: [CH2:1]([C:17]1([CH3:34])[CH2:26][CH2:25][C:24]2[C:19](=[C:20]([CH3:33])[C:21]([CH3:32])=[C:22]([O:28][CH2:29][CH2:30][OH:31])[C:23]=2[CH3:27])[O:18]1)[CH2:2][CH2:3][CH2:4][CH2:5][CH2:6][CH2:7][CH2:8][CH2:9][CH2:10][CH2:11][CH2:12][CH2:13][CH2:14][CH2:15][CH3:16].[C:35](=O)([O:44]N1C(=O)CCC1=O)[O:36][N:37]1[C:41](=[O:42])[CH2:40][CH2:39][C:38]1=[O:43].C(N(CC)CC)C.C(#N)C. (3) Given the product [CH3:35][N:34]([CH2:33][C:25]1[N:24]([CH3:23])[C:32]2[C:27]([CH:26]=1)=[CH:28][CH:29]=[CH:30][CH:31]=2)[C:16]([C:13]1[CH:14]=[CH:15][C:5]2[NH:4][C@H:3]([CH2:2][OH:1])[C:9](=[O:10])[N:8]([CH3:11])[CH2:7][C:6]=2[CH:12]=1)=[O:18], predict the reactants needed to synthesize it. The reactants are: [OH:1][CH2:2][C@@H:3]1[C:9](=[O:10])[N:8]([CH3:11])[CH2:7][C:6]2[CH:12]=[C:13]([C:16]([O:18]C(C)(C)C)=O)[CH:14]=[CH:15][C:5]=2[NH:4]1.[CH3:23][N:24]1[C:32]2[C:27](=[CH:28][CH:29]=[CH:30][CH:31]=2)[CH:26]=[C:25]1[CH2:33][NH:34][CH3:35].CCN(CC)CC.C1C=CC2N(O)N=NC=2C=1.O.CCN=C=NCCCN(C)C.Cl. (4) Given the product [CH:16]([N:13]1[CH2:14][CH2:15][N:10]([C:8]([C:7]2[C:2]([NH:32][CH2:29][CH2:30][N:28]3[CH2:20][CH2:21][CH2:25][CH2:26][CH2:27]3)=[N:3][CH:4]=[CH:5][CH:6]=2)=[O:9])[CH2:11][CH2:12]1)([CH3:18])[CH3:17], predict the reactants needed to synthesize it. The reactants are: Cl[C:2]1[C:7]([C:8]([N:10]2[CH2:15][CH2:14][N:13]([CH:16]([CH3:18])[CH3:17])[CH2:12][CH2:11]2)=[O:9])=[CH:6][CH:5]=[CH:4][N:3]=1.Cl[C:20]1[N:28]=[CH:27][CH:26]=[CH:25][C:21]=1C(O)=O.[CH:29]([N:32]1CCNCC1)(C)[CH3:30].